From a dataset of Full USPTO retrosynthesis dataset with 1.9M reactions from patents (1976-2016). Predict the reactants needed to synthesize the given product. (1) Given the product [C:20]([O:27][CH2:28][CH:29]([CH2:34][CH3:35])[CH2:30][CH2:31][CH2:32][CH3:33])(=[O:26])/[CH:21]=[CH:22]\[C:23]([O:4][CH2:3][C:2]([F:12])([F:1])[C:5]([F:10])([F:11])[C:6]([F:7])([F:8])[F:9])=[O:24], predict the reactants needed to synthesize it. The reactants are: [F:1][C:2]([F:12])([C:5]([F:11])([F:10])[C:6]([F:9])([F:8])[F:7])[CH2:3][OH:4].N1C=CC=CC=1.[Cl-].[C:20]([O:27][CH2:28][CH:29]([CH2:34][CH3:35])[CH2:30][CH2:31][CH2:32][CH3:33])(=[O:26])/[CH:21]=[CH:22]\[C:23]([O-])=[O:24].C(OCC)(=O)C. (2) Given the product [CH3:44][C:7]1[C:8]2[C:17]([C:18]3[CH:23]=[CH:22][CH:21]=[CH:20][CH:19]=3)=[C:16]([C:24]3[CH:29]=[CH:28][C:27]([C:30]4([NH:34][C:35](=[O:36])[O:37][C:38]([CH3:39])([CH3:40])[CH3:41])[CH2:31][CH2:32][CH2:33]4)=[CH:26][CH:25]=3)[O:15][C:9]=2[N:10]=[C:11]([S:13][CH3:14])[N:12]=1, predict the reactants needed to synthesize it. The reactants are: FC(F)(F)S(O[C:7]1[C:8]2[C:17]([C:18]3[CH:23]=[CH:22][CH:21]=[CH:20][CH:19]=3)=[C:16]([C:24]3[CH:29]=[CH:28][C:27]([C:30]4([NH:34][C:35]([O:37][C:38]([CH3:41])([CH3:40])[CH3:39])=[O:36])[CH2:33][CH2:32][CH2:31]4)=[CH:26][CH:25]=3)[O:15][C:9]=2[N:10]=[C:11]([S:13][CH3:14])[N:12]=1)(=O)=O.[CH3:44][Mg]Cl.Cl. (3) Given the product [CH2:16]([SiH:4]([CH:6]([CH3:8])[CH3:7])[CH:1]([CH3:3])[CH3:2])[CH:14]([CH3:13])[CH3:15], predict the reactants needed to synthesize it. The reactants are: [CH:1]([SiH:4]([CH:6]([CH3:8])[CH3:7])Cl)([CH3:3])[CH3:2].[Cl-].[NH4+].CC[CH2:13][CH2:14][CH3:15].[CH2:16]1COCC1.